This data is from Forward reaction prediction with 1.9M reactions from USPTO patents (1976-2016). The task is: Predict the product of the given reaction. (1) The product is: [CH3:1][O:2][C:3](=[O:28])[CH2:4][O:5][CH2:6]/[CH:7]=[CH:8]\[CH2:9][N:10]1[C@@H:15]([CH2:16][CH2:17][C:18](=[O:26])[CH2:19][C:20]2[CH:25]=[CH:24][CH:23]=[CH:22][CH:21]=2)[CH2:14][CH2:13][CH2:12][C:11]1=[O:27]. Given the reactants [CH3:1][O:2][C:3](=[O:28])[CH2:4][O:5][CH2:6]/[CH:7]=[CH:8]\[CH2:9][N:10]1[C@@H:15](/[CH:16]=[CH:17]/[C:18](=[O:26])[CH2:19][C:20]2[CH:25]=[CH:24][CH:23]=[CH:22][CH:21]=2)[CH2:14][CH2:13][CH2:12][C:11]1=[O:27], predict the reaction product. (2) The product is: [C:28]([C:32]1[CH:41]=[CH:40][C:35]([CH2:36][NH:37][C:38]([NH:15][C:2]([CH3:3])([C:4]2[CH:5]=[CH:6][C:7]([NH:10][S:11]([CH3:14])(=[O:13])=[O:12])=[CH:8][CH:9]=2)[CH3:1])=[S:39])=[CH:34][CH:33]=1)([CH3:31])([CH3:29])[CH3:30]. Given the reactants [CH3:1][C:2]([NH:15]C(=O)OCC1C=CC=CC=1)([C:4]1[CH:9]=[CH:8][C:7]([NH:10][S:11]([CH3:14])(=[O:13])=[O:12])=[CH:6][CH:5]=1)[CH3:3].[H][H].[C:28]([C:32]1[CH:41]=[CH:40][C:35]([CH2:36][N:37]=[C:38]=[S:39])=[CH:34][CH:33]=1)([CH3:31])([CH3:30])[CH3:29], predict the reaction product. (3) Given the reactants [Br:1]Br.[F:3][C:4]([C:14]([F:32])([F:31])[C:15]([F:30])([F:29])[C:16]([F:28])([F:27])[C:17]([F:26])([F:25])[C:18]([F:24])([F:23])[C:19]([F:22])([F:21])[F:20])([C:6]1[S:7][C:8](F)=[C:9]([F:12])[C:10]=1[F:11])[OH:5].C([O-])(O)=O.[Na+], predict the reaction product. The product is: [F:3][C:4]([C:14]([F:32])([F:31])[C:15]([F:30])([F:29])[C:16]([F:28])([F:27])[C:17]([F:26])([F:25])[C:18]([F:24])([F:23])[C:19]([F:22])([F:21])[F:20])([C:6]1[S:7][C:8]([Br:1])=[C:9]([F:12])[C:10]=1[F:11])[OH:5]. (4) Given the reactants [I:1]N1C(=O)CCC1=O.[Br:9][C:10]1[C:11]([CH:16]=[O:17])=[CH:12][S:13][C:14]=1[Cl:15].C(OCC)(=O)C, predict the reaction product. The product is: [Br:9][C:10]1[C:11]([CH:16]=[O:17])=[C:12]([I:1])[S:13][C:14]=1[Cl:15]. (5) Given the reactants [F:1][C:2]1[CH:28]=[C:27]([N+:29]([O-])=O)[CH:26]=[CH:25][C:3]=1[O:4][C:5]1[N:10]=[CH:9][N:8]=[C:7]([NH:11][C:12]([N:14]2[CH2:19][CH2:18][N:17]([CH:20]3[CH2:23][N:22]([CH3:24])[CH2:21]3)[CH2:16][CH2:15]2)=[O:13])[CH:6]=1, predict the reaction product. The product is: [NH2:29][C:27]1[CH:26]=[CH:25][C:3]([O:4][C:5]2[N:10]=[CH:9][N:8]=[C:7]([NH:11][C:12]([N:14]3[CH2:15][CH2:16][N:17]([CH:20]4[CH2:23][N:22]([CH3:24])[CH2:21]4)[CH2:18][CH2:19]3)=[O:13])[CH:6]=2)=[C:2]([F:1])[CH:28]=1. (6) Given the reactants [CH2:1]([N:3]1[C:7]2[NH:8][CH:9]([CH3:24])[CH2:10][S:11][CH:12]([C:13]3[CH:18]=[CH:17][C:16]([C:19]#[C:20][CH2:21][OH:22])=[CH:15][C:14]=3[CH3:23])[C:6]=2[C:5]([C:25]2[CH:30]=[CH:29][CH:28]=[CH:27][N:26]=2)=[N:4]1)[CH3:2].CO, predict the reaction product. The product is: [CH2:1]([N:3]1[C:7]2[NH:8][CH:9]([CH3:24])[CH2:10][S:11][CH:12]([C:13]3[CH:18]=[CH:17][C:16]([CH2:19][CH2:20][CH2:21][OH:22])=[CH:15][C:14]=3[CH3:23])[C:6]=2[C:5]([C:25]2[CH:30]=[CH:29][CH:28]=[CH:27][N:26]=2)=[N:4]1)[CH3:2]. (7) The product is: [F:1][C:2]1[CH:7]=[CH:6][C:5]([O:8][C:9](=[O:31])[N:10]([C@H:12]2[C@H:16]([C:17]3[CH:22]=[CH:21][C:20]([Cl:23])=[CH:19][CH:18]=3)[CH2:15][N:14]([C:24]([CH:26]3[CH2:30][CH2:29][N:28]([CH:47]4[CH2:43][CH2:42][O:44][CH2:50][CH2:46]4)[CH2:27]3)=[O:25])[CH2:13]2)[CH3:11])=[CH:4][CH:3]=1. Given the reactants [F:1][C:2]1[CH:7]=[CH:6][C:5]([O:8][C:9](=[O:31])[N:10]([C@H:12]2[C@H:16]([C:17]3[CH:22]=[CH:21][C:20]([Cl:23])=[CH:19][CH:18]=3)[CH2:15][N:14]([C:24]([CH:26]3[CH2:30][CH2:29][NH:28][CH2:27]3)=[O:25])[CH2:13]2)[CH3:11])=[CH:4][CH:3]=1.C(O[BH-](O[C:42](=[O:44])[CH3:43])OC(=O)C)(=O)C.[Na+].[CH2:46]1[CH2:50]OC[CH2:47]1, predict the reaction product. (8) Given the reactants Br[C:2]1[CH:7]=[CH:6][C:5]([C:8]2[CH:13]=[CH:12][C:11]([Br:14])=[CH:10][CH:9]=2)=[CH:4][CH:3]=1.[NH:15]1[CH:19]=[CH:18][N:17]=[N:16]1.C(=O)([O-])[O-].[K+].[K+], predict the reaction product. The product is: [Br:14][C:11]1[CH:12]=[CH:13][C:8]([C:5]2[CH:6]=[CH:7][C:2]([N:15]3[CH:19]=[CH:18][N:17]=[N:16]3)=[CH:3][CH:4]=2)=[CH:9][CH:10]=1. (9) Given the reactants [Cl:1][C:2]1[CH:7]=[CH:6][C:5]([CH:8]2[CH:13]([CH2:14][CH2:15][CH3:16])[CH2:12][N:11]([C:17]([O:19][C:20]([CH3:23])([CH3:22])[CH3:21])=[O:18])[CH2:10][CH:9]2[OH:24])=[CH:4][CH:3]=1.Cl[CH2:26][C:27]1[N:31]([CH2:32][CH3:33])[C:30]2[CH:34]=[CH:35][CH:36]=[CH:37][C:29]=2[N:28]=1, predict the reaction product. The product is: [Cl:1][C:2]1[CH:3]=[CH:4][C:5]([CH:8]2[CH:13]([CH2:14][CH2:15][CH3:16])[CH2:12][N:11]([C:17]([O:19][C:20]([CH3:23])([CH3:22])[CH3:21])=[O:18])[CH2:10][CH:9]2[O:24][CH2:26][C:27]2[N:31]([CH2:32][CH3:33])[C:30]3[CH:34]=[CH:35][CH:36]=[CH:37][C:29]=3[N:28]=2)=[CH:6][CH:7]=1.